This data is from Forward reaction prediction with 1.9M reactions from USPTO patents (1976-2016). The task is: Predict the product of the given reaction. (1) Given the reactants C([O:3][C:4]([C:6]1[CH:10]=[C:9]([C:11]2[CH:16]=[N:15][C:14]([NH:17][C:18]([O:20][C:21]([CH3:24])([CH3:23])[CH3:22])=[O:19])=[CH:13][N:12]=2)[N:8]([C:25]2[CH:26]=[N:27][CH:28]=[CH:29][CH:30]=2)[N:7]=1)=[O:5])C.[OH-].[Na+].Cl, predict the reaction product. The product is: [C:21]([O:20][C:18]([NH:17][C:14]1[N:15]=[CH:16][C:11]([C:9]2[N:8]([C:25]3[CH:26]=[N:27][CH:28]=[CH:29][CH:30]=3)[N:7]=[C:6]([C:4]([OH:5])=[O:3])[CH:10]=2)=[N:12][CH:13]=1)=[O:19])([CH3:24])([CH3:22])[CH3:23]. (2) Given the reactants Cl.[Br:2][C:3]1[CH:10]=[CH:9][C:6]([CH2:7][NH2:8])=[CH:5][CH:4]=1.C(N(CC)CC)C.[C:18]([O:22][C:23](O[C:23]([O:22][C:18]([CH3:21])([CH3:20])[CH3:19])=[O:24])=[O:24])([CH3:21])([CH3:20])[CH3:19], predict the reaction product. The product is: [C:18]([O:22][C:23]([NH:8][CH2:7][C:6]1[CH:9]=[CH:10][C:3]([Br:2])=[CH:4][CH:5]=1)=[O:24])([CH3:21])([CH3:20])[CH3:19]. (3) Given the reactants [O:1]1[CH:5]=[CH:4][CH:3]=[C:2]1[CH2:6][C:7]([C:9]1[CH:14]=[CH:13][CH:12]=[CH:11][CH:10]=1)=O.[NH2:15][C:16]([NH2:18])=[S:17].II.[NH4+].[OH-].CN([CH:26]=[O:27])C, predict the reaction product. The product is: [O:1]1[CH:5]=[CH:4][CH:3]=[C:2]1[C:6]1[S:17][C:16]([NH:18][CH:26]=[O:27])=[N:15][C:7]=1[C:9]1[CH:14]=[CH:13][CH:12]=[CH:11][CH:10]=1. (4) Given the reactants Cl[C:2]1[CH:7]=[C:6]([NH:8][CH2:9][C@H:10]2[O:15][CH2:14][CH2:13][N:12]([C:16]([O:18][C:19]([CH3:22])([CH3:21])[CH3:20])=[O:17])[CH2:11]2)[C:5]([C:23]([F:26])([F:25])[F:24])=[CH:4][N:3]=1.[NH2:27][C:28]1[CH:33]=[N:32][C:31]([C:34]#[N:35])=[CH:30][N:29]=1.C1(P(C2C=CC=CC=2)C2C=CC3C(=CC=CC=3)C=2C2C3C(=CC=CC=3)C=CC=2P(C2C=CC=CC=2)C2C=CC=CC=2)C=CC=CC=1.C(=O)([O-])[O-].[Cs+].[Cs+], predict the reaction product. The product is: [C:34]([C:31]1[N:32]=[CH:33][C:28]([NH:27][C:2]2[CH:7]=[C:6]([NH:8][CH2:9][C@H:10]3[O:15][CH2:14][CH2:13][N:12]([C:16]([O:18][C:19]([CH3:22])([CH3:21])[CH3:20])=[O:17])[CH2:11]3)[C:5]([C:23]([F:26])([F:25])[F:24])=[CH:4][N:3]=2)=[N:29][CH:30]=1)#[N:35].